This data is from Forward reaction prediction with 1.9M reactions from USPTO patents (1976-2016). The task is: Predict the product of the given reaction. (1) Given the reactants [O:1]=[C:2]1[C:11]2[C:6](=[CH:7][CH:8]=[CH:9][CH:10]=2)[N:5]=[C:4]([CH2:12][CH2:13][CH2:14][C:15]([OH:17])=O)[NH:3]1.[NH:18]1[CH2:23][CH2:22][CH:21]([N:24]2[C:28]3=[N:29][CH:30]=[CH:31][CH:32]=[C:27]3[NH:26][C:25]2=[O:33])[CH2:20][CH2:19]1, predict the reaction product. The product is: [O:17]=[C:15]([N:18]1[CH2:19][CH2:20][CH:21]([N:24]2[C:28]3=[N:29][CH:30]=[CH:31][CH:32]=[C:27]3[NH:26][C:25]2=[O:33])[CH2:22][CH2:23]1)[CH2:14][CH2:13][CH2:12][C:4]1[NH:3][C:2](=[O:1])[C:11]2[C:6](=[CH:7][CH:8]=[CH:9][CH:10]=2)[N:5]=1. (2) Given the reactants [N+:1]([C:4]1[CH:13]=[C:12]2[C:7]([C:8](=[O:14])[NH:9][CH:10]=[N:11]2)=[CH:6][CH:5]=1)([O-])=O, predict the reaction product. The product is: [NH2:1][C:4]1[CH:13]=[C:12]2[C:7]([C:8](=[O:14])[NH:9][CH:10]=[N:11]2)=[CH:6][CH:5]=1. (3) Given the reactants [NH2:1][C:2]1[C:8]([OH:9])=[CH:7][CH:6]=[CH:5][C:3]=1[OH:4].C(N(CC)CC)C.[C:17](Cl)(=[O:24])[C:18]1[CH:23]=[CH:22][CH:21]=[CH:20][CH:19]=1.[OH-].[K+], predict the reaction product. The product is: [OH:4][C:3]1[CH:5]=[CH:6][CH:7]=[C:8]([OH:9])[C:2]=1[NH:1][C:17](=[O:24])[C:18]1[CH:23]=[CH:22][CH:21]=[CH:20][CH:19]=1. (4) The product is: [S:1]([C:5]1[CH:6]=[CH:7][C:8]([C:11]2[CH2:12][CH2:13][CH2:14][C:15]3[CH:27]=[C:26]([O:28][CH3:29])[CH:25]=[CH:24][C:16]=3[C:17]=2[CH2:18][CH2:19][CH2:20][CH2:21][CH2:22][OH:23])=[CH:9][CH:10]=1)([CH3:4])(=[O:3])=[O:2]. Given the reactants [S:1]([C:5]1[CH:10]=[CH:9][C:8]([C:11]2[CH2:12][CH2:13][CH2:14][C:15]3[CH:27]=[C:26]([O:28][CH3:29])[CH:25]=[CH:24][C:16]=3[C:17]=2[C:18]#[C:19][CH2:20][CH2:21][CH2:22][OH:23])=[CH:7][CH:6]=1)([CH3:4])(=[O:3])=[O:2], predict the reaction product. (5) Given the reactants [C:1]12(CS(O)(=O)=O)[C:8]([CH3:10])(C)[CH:5]([CH2:6][CH2:7]1)[CH2:4][C:2]2=[O:3].[C:16]1(C)C=CC(S(O)(=O)=O)=C[CH:17]=1, predict the reaction product. The product is: [CH:16]1[CH:10]=[CH:8][C:1]2[C:7](=[CH:6][CH:5]=[CH:4][C:2]=2[OH:3])[CH:17]=1.